From a dataset of Full USPTO retrosynthesis dataset with 1.9M reactions from patents (1976-2016). Predict the reactants needed to synthesize the given product. (1) Given the product [NH2:1][C@@H:2]1[C@H:7]([NH:8][C:9]2[N:10]=[C:11]([NH:17][C:18]3[CH:23]=[CH:22][C:21]([CH3:24])=[CH:20][CH:19]=3)[C:12]([C:15]([NH2:16])=[O:26])=[N:13][CH:14]=2)[CH2:6][CH2:5][O:4][CH2:3]1, predict the reactants needed to synthesize it. The reactants are: [NH2:1][C@@H:2]1[C@H:7]([NH:8][C:9]2[N:10]=[C:11]([NH:17][C:18]3[CH:23]=[CH:22][C:21]([CH3:24])=[CH:20][CH:19]=3)[C:12]([C:15]#[N:16])=[N:13][CH:14]=2)[CH2:6][CH2:5][O:4][CH2:3]1.C([O-])([O-])=[O:26].[K+].[K+]. (2) Given the product [OH:15][CH2:14][C@@H:13]([N:12]([CH3:18])[CH:10]1[CH2:11][N:8]([C:6]([O:5][C:1]([CH3:4])([CH3:3])[CH3:2])=[O:7])[CH2:9]1)[CH3:17], predict the reactants needed to synthesize it. The reactants are: [C:1]([O:5][C:6]([N:8]1[CH2:11][CH:10]([N:12]([CH3:18])[C@@H:13]([CH3:17])[C:14](O)=[O:15])[CH2:9]1)=[O:7])([CH3:4])([CH3:3])[CH3:2].B.C1COCC1. (3) The reactants are: [Cl:1][C:2]1[CH:3]=[C:4]([C@H:8]([OH:10])[CH3:9])[CH:5]=[CH:6][CH:7]=1.[H-].[Na+].[F:13][C:14]1[CH:21]=[CH:20][CH:19]=[C:18](F)[C:15]=1[C:16]#[N:17]. Given the product [F:13][C:14]1[CH:21]=[CH:20][C:19]([O:10][C@@H:8]([C:4]2[CH:5]=[CH:6][CH:7]=[C:2]([Cl:1])[CH:3]=2)[CH3:9])=[CH:18][C:15]=1[C:16]#[N:17], predict the reactants needed to synthesize it. (4) Given the product [CH2:4]([C:3]([O-:29])=[O:2])[C:5]1[C:9]([C:10]#[N:11])=[C:8]([N:12]([CH2:19][C:20]([O-:22])=[O:21])[CH2:13][C:14]([O-:18])=[O:15])[S:7][C:6]=1[C:25]([O-:27])=[O:26].[OH2:30].[OH2:35].[OH2:2].[OH2:2].[OH2:2].[OH2:2].[OH2:2].[OH2:2].[Sr+2:38].[Sr+2:38], predict the reactants needed to synthesize it. The reactants are: C[O:2][C:3](=[O:29])[CH2:4][C:5]1[C:9]([C:10]#[N:11])=[C:8]([N:12]([CH2:19][C:20]([O:22]CC)=[O:21])[CH2:13][C:14](=[O:18])[O:15]CC)[S:7][C:6]=1[C:25]([O:27]C)=[O:26].[O:30]1CCCC1.[OH-:35].[Li+].[Cl-].[Sr+2:38].[Cl-]. (5) Given the product [N:1]1[CH:6]=[CH:5][CH:4]=[C:3]([CH2:7][NH:8][C:9]([C:11]2[S:15][C:14]([C:22]3[NH:18][N:19]=[CH:20][CH:21]=3)=[N:13][C:12]=2[CH3:17])=[O:10])[CH:2]=1, predict the reactants needed to synthesize it. The reactants are: [N:1]1[CH:6]=[CH:5][CH:4]=[C:3]([CH2:7][NH:8][C:9]([C:11]2[S:15][C:14](Br)=[N:13][C:12]=2[CH3:17])=[O:10])[CH:2]=1.[NH:18]1[C:22](B(O)O)=[CH:21][CH:20]=[N:19]1.C(=O)([O-])[O-].[K+].[K+]. (6) Given the product [C:8]([C:7]1[C@@H:6]([C:10]2[CH:11]=[C:12]3[C:16](=[CH:17][CH:18]=2)[NH:15][N:14]=[C:13]3[CH3:19])[C:5]([C:20]#[N:21])=[C:4]([C:22]([F:23])([F:25])[F:24])[N-:3][C:2]=1[CH3:1])#[N:9].[OH:30][CH2:31][CH2:32][N+:33]([CH3:36])([CH3:35])[CH3:34], predict the reactants needed to synthesize it. The reactants are: [CH3:1][C:2]1[NH:3][C:4]([C:22]([F:25])([F:24])[F:23])=[C:5]([C:20]#[N:21])[C@H:6]([C:10]2[CH:11]=[C:12]3[C:16](=[CH:17][CH:18]=2)[NH:15][N:14]=[C:13]3[CH3:19])[C:7]=1[C:8]#[N:9].C(=O)([O-])O.[OH:30][CH2:31][CH2:32][N+:33]([CH3:36])([CH3:35])[CH3:34].